Predict which catalyst facilitates the given reaction. From a dataset of Catalyst prediction with 721,799 reactions and 888 catalyst types from USPTO. (1) Reactant: [CH3:1][N:2]1[CH2:7][CH2:6][N:5]([C:8]2[CH:14]=[CH:13][C:11]([NH2:12])=[CH:10][CH:9]=2)[CH2:4][CH2:3]1.[C:15]1([C:25]2[C:34]3[N:33]=[CH:32][CH:31]=[N:30][C:29]=3[C:28]([C:35](O)=[O:36])=[CH:27][CH:26]=2)[C:24]2[C:19](=[CH:20][CH:21]=[CH:22][CH:23]=2)[CH:18]=[CH:17][CH:16]=1.C1(B(O)O)C2C(=CC=CC=2)C=CC=1. Product: [CH3:1][N:2]1[CH2:3][CH2:4][N:5]([C:8]2[CH:14]=[CH:13][C:11]([NH:12][C:35]([C:28]3[C:29]4[N:30]=[CH:31][CH:32]=[N:33][C:34]=4[C:25]([C:15]4[C:24]5[C:19](=[CH:20][CH:21]=[CH:22][CH:23]=5)[CH:18]=[CH:17][CH:16]=4)=[CH:26][CH:27]=3)=[O:36])=[CH:10][CH:9]=2)[CH2:6][CH2:7]1. The catalyst class is: 61. (2) Reactant: [Si]([O:8][CH:9]1[CH2:14][N:13]([C:15](=[O:27])[C:16]2[CH:21]=[CH:20][CH:19]=[C:18]([C:22]3[O:23][CH:24]=[CH:25][CH:26]=3)[CH:17]=2)[CH2:12][CH:11]([C:28]([NH:30][C:31]2[CH:36]=[CH:35][C:34]([Cl:37])=[CH:33][CH:32]=2)=[O:29])[CH2:10]1)(C(C)(C)C)(C)C.[F-].C([N+](CCCC)(CCCC)CCCC)CCC. Product: [Cl:37][C:34]1[CH:35]=[CH:36][C:31]([NH:30][C:28]([CH:11]2[CH2:10][CH:9]([OH:8])[CH2:14][N:13]([C:15](=[O:27])[C:16]3[CH:21]=[CH:20][CH:19]=[C:18]([C:22]4[O:23][CH:24]=[CH:25][CH:26]=4)[CH:17]=3)[CH2:12]2)=[O:29])=[CH:32][CH:33]=1. The catalyst class is: 7. (3) Reactant: [OH:1][C:2]1[CH:3]=[C:4]([CH2:8][NH:9][C:10](=[O:18])[C:11]2[CH:16]=[CH:15][CH:14]=[N:13][C:12]=2[NH2:17])[CH:5]=[CH:6][CH:7]=1.Cl[CH2:20][CH2:21][CH2:22][C:23]#[CH:24].C(=O)([O-])[O-].[Cs+].[Cs+].CN(C=O)C. The catalyst class is: 6. Product: [CH2:24]([O:1][C:2]1[CH:3]=[C:4]([CH2:8][NH:9][C:10](=[O:18])[C:11]2[CH:16]=[CH:15][CH:14]=[N:13][C:12]=2[NH2:17])[CH:5]=[CH:6][CH:7]=1)[CH2:23][CH2:22][C:21]#[CH:20]. (4) Reactant: [C:1]1([CH2:7][C:8]([C:10]2[CH:15]=[CH:14][C:13]([C:16]3([NH:19][C:20](=[O:26])[O:21][C:22]([CH3:25])([CH3:24])[CH3:23])[CH2:18][CH2:17]3)=[CH:12][CH:11]=2)=O)[CH:6]=[CH:5][CH:4]=[CH:3][CH:2]=1.[Cl:27][C:28]1[C:33]([CH:34]=O)=[C:32]([NH:36]C(=O)OC(C)(C)C)[CH:31]=[CH:30][N:29]=1.C(=O)([O-])[O-].[K+].[K+]. Product: [Cl:27][C:28]1[N:29]=[CH:30][CH:31]=[C:32]2[C:33]=1[CH:34]=[C:7]([C:1]1[CH:2]=[CH:3][CH:4]=[CH:5][CH:6]=1)[C:8]([C:10]1[CH:11]=[CH:12][C:13]([C:16]3([NH:19][C:20](=[O:26])[O:21][C:22]([CH3:24])([CH3:23])[CH3:25])[CH2:17][CH2:18]3)=[CH:14][CH:15]=1)=[N:36]2. The catalyst class is: 39. (5) Reactant: Cl[CH:2]([C:4]1[NH:8][C:7]2[CH:9]=[CH:10][CH:11]=[CH:12][C:6]=2[N:5]=1)[CH3:3].[CH3:13][O-:14].[Na+]. Product: [CH3:13][O:14][CH:2]([C:4]1[NH:8][C:7]2[CH:9]=[CH:10][CH:11]=[CH:12][C:6]=2[N:5]=1)[CH3:3]. The catalyst class is: 5. (6) Reactant: NO.[Si:3](Cl)([C:16]([CH3:19])([CH3:18])[CH3:17])([C:10]1[CH:15]=[CH:14][CH:13]=[CH:12][CH:11]=1)[C:4]1[CH:9]=[CH:8][CH:7]=[CH:6][CH:5]=1.C(N(CC)C(C)C)(C)C.Cl.[CH3:31][NH:32][OH:33]. Product: [CH3:31][N:32]([Si:3]([C:16]([CH3:19])([CH3:18])[CH3:17])([C:10]1[CH:15]=[CH:14][CH:13]=[CH:12][CH:11]=1)[C:4]1[CH:9]=[CH:8][CH:7]=[CH:6][CH:5]=1)[OH:33]. The catalyst class is: 46.